Predict the reaction yield, written as a fraction of the theoretical maximum amount of product (1.0 means a 100% yield; for example, 0.34 means a 34% yield). From a dataset of Reaction yield outcomes from USPTO patents with 853,638 reactions. (1) The reactants are [C:1](Cl)(=[O:5])[C:2]([CH3:4])=[CH2:3].Cl.[NH2:8][C@H:9]([C:15]([OH:17])=[O:16])[CH2:10][CH2:11][CH2:12][CH2:13][NH2:14].[OH-].[Na+].C([O-])([O-])=O.[Na+].[Na+]. The catalyst is O. The product is [C:1]([NH:14][CH2:13][CH2:12][CH2:11][CH2:10][C@@H:9]([C:15]([OH:17])=[O:16])[NH2:8])(=[O:5])[C:2]([CH3:4])=[CH2:3]. The yield is 0.600. (2) The reactants are [F:1][C:2]([F:40])([F:39])[C:3]1[CH:38]=[CH:37][C:6]([CH2:7][NH:8][C:9]2[N:14]=[CH:13][C:12]([C:15]([C:18]3[C:26]4[C:21](=[N:22][CH:23]=[CH:24][CH:25]=4)[N:20]([Si](C(C)C)(C(C)C)C(C)C)[CH:19]=3)(O)[CH3:16])=[CH:11][CH:10]=2)=[CH:5][CH:4]=1.FC(F)(F)C(O)=O.C([SiH](CC)CC)C. The catalyst is C(#N)C. The product is [NH:20]1[C:21]2=[N:22][CH:23]=[CH:24][CH:25]=[C:26]2[C:18]([C:15]([C:12]2[CH:11]=[CH:10][C:9]([NH:8][CH2:7][C:6]3[CH:5]=[CH:4][C:3]([C:2]([F:1])([F:40])[F:39])=[CH:38][CH:37]=3)=[N:14][CH:13]=2)=[CH2:16])=[CH:19]1. The yield is 0.500. (3) The reactants are [OH:1][C:2]1[C:14](=[O:15])[N:6]2[CH2:7][CH2:8][O:9][CH2:10][C:11]([CH3:13])([CH3:12])[C:5]2=[N:4][C:3]=1[C:16]([O:18][CH2:19][CH3:20])=[O:17].[CH2:21](Br)[C:22]1[CH:27]=[CH:26][CH:25]=[CH:24][CH:23]=1.C([O-])([O-])=O.[K+].[K+]. The catalyst is CN(C=O)C. The product is [CH2:21]([O:1][C:2]1[C:14](=[O:15])[N:6]2[CH2:7][CH2:8][O:9][CH2:10][C:11]([CH3:13])([CH3:12])[C:5]2=[N:4][C:3]=1[C:16]([O:18][CH2:19][CH3:20])=[O:17])[C:22]1[CH:27]=[CH:26][CH:25]=[CH:24][CH:23]=1. The yield is 0.900.